From a dataset of Full USPTO retrosynthesis dataset with 1.9M reactions from patents (1976-2016). Predict the reactants needed to synthesize the given product. (1) Given the product [CH3:1][C:2]1[O:6][C:5]([C:7]2[CH:12]=[CH:11][CH:10]=[CH:9][CH:8]=2)=[N:4][C:3]=1[CH2:14][CH2:15][O:16][C:17]1[CH:18]=[CH:19][C:20]([CH2:23][C@H:24]([NH:30][CH2:46][C:45]2[C:40]([F:39])=[C:41]([F:51])[C:42]([F:50])=[C:43]([F:49])[C:44]=2[F:48])[C:25]([O:27][CH3:28])=[O:26])=[CH:21][CH:22]=1, predict the reactants needed to synthesize it. The reactants are: [CH3:1][C:2]1[O:6][C:5]([C:7]2[CH:12]=[CH:11][C:10](C)=[CH:9][CH:8]=2)=[N:4][C:3]=1[CH2:14][CH2:15][O:16][C:17]1[CH:22]=[CH:21][C:20]([CH2:23][C@H:24]([NH:30]CC2C=CC(F)=CC=2)[C:25]([O:27][CH2:28]C)=[O:26])=[CH:19][CH:18]=1.[F:39][C:40]1[C:45]([CH:46]=O)=[C:44]([F:48])[C:43]([F:49])=[C:42]([F:50])[C:41]=1[F:51]. (2) Given the product [F:45][C:2]([F:1])([F:46])[C:3]1[CH:4]=[C:5]([CH:38]=[C:39]([C:41]([F:44])([F:42])[F:43])[CH:40]=1)[CH2:6][N:7]1[C:11]([C:12]2[CH:13]=[CH:14][CH:15]=[CH:16][CH:17]=2)=[C:10]([C:18]2[O:22][N:21]=[C:20]([CH2:23][CH:24]=[O:25])[C:19]=2[C:29](=[O:30])[C:31]2[CH:36]=[CH:35][CH:34]=[CH:33][C:32]=2[Cl:37])[N:9]=[N:8]1, predict the reactants needed to synthesize it. The reactants are: [F:1][C:2]([F:46])([F:45])[C:3]1[CH:4]=[C:5]([CH:38]=[C:39]([C:41]([F:44])([F:43])[F:42])[CH:40]=1)[CH2:6][N:7]1[C:11]([C:12]2[CH:17]=[CH:16][CH:15]=[CH:14][CH:13]=2)=[C:10]([C:18]2[O:22][N:21]=[C:20]([CH2:23][CH:24](OC)[O:25]C)[C:19]=2[C:29]([C:31]2[CH:36]=[CH:35][CH:34]=[CH:33][C:32]=2[Cl:37])=[O:30])[N:9]=[N:8]1.C1(C)C=CC(S(O)(=O)=O)=CC=1.